Dataset: Reaction yield outcomes from USPTO patents with 853,638 reactions. Task: Predict the reaction yield, written as a fraction of the theoretical maximum amount of product (1.0 means a 100% yield; for example, 0.34 means a 34% yield). (1) The reactants are [C:1]([CH2:3][C:4]([NH:6][CH:7]([C:11]1[CH:16]=[CH:15][C:14]([O:17][CH2:18][CH2:19][N:20]([CH2:23]C)[CH2:21]C)=[CH:13][CH:12]=1)[CH2:8][CH2:9][CH3:10])=[O:5])#[N:2].CN(C)CCOC1C=CC(C(N)CCC)=CC=1. No catalyst specified. The product is [C:1]([CH2:3][C:4]([NH:6][CH:7]([C:11]1[CH:12]=[CH:13][C:14]([O:17][CH2:18][CH2:19][N:20]([CH3:23])[CH3:21])=[CH:15][CH:16]=1)[CH2:8][CH2:9][CH3:10])=[O:5])#[N:2]. The yield is 0.610. (2) The reactants are [Cl:1][C:2]1[CH:3]=[CH:4][C:5]([O:24]CC2C=CC(OC)=CC=2)=[C:6]([C:8]2[N:12]([CH2:13][O:14][CH2:15][CH2:16][Si:17]([CH3:20])([CH3:19])[CH3:18])[N:11]=[CH:10][C:9]=2[N+:21]([O-:23])=[O:22])[CH:7]=1.O.C(=O)(O)[O-].[Na+]. The catalyst is ClCCl. The product is [Cl:1][C:2]1[CH:3]=[CH:4][C:5]([OH:24])=[C:6]([C:8]2[N:12]([CH2:13][O:14][CH2:15][CH2:16][Si:17]([CH3:18])([CH3:19])[CH3:20])[N:11]=[CH:10][C:9]=2[N+:21]([O-:23])=[O:22])[CH:7]=1. The yield is 0.830. (3) The reactants are [OH:1][CH2:2][CH2:3][C:4]1[CH:5]=[C:6]([N:10]2[CH2:14][CH2:13][NH:12][C:11]2=[O:15])[CH:7]=[CH:8][CH:9]=1.C(N(CC)CC)C.[CH3:23][S:24](Cl)(=[O:26])=[O:25].ClCCl. The catalyst is CN(C=O)C.COC(C)(C)C. The product is [CH3:23][S:24]([O:1][CH2:2][CH2:3][C:4]1[CH:9]=[CH:8][CH:7]=[C:6]([N:10]2[CH2:14][CH2:13][NH:12][C:11]2=[O:15])[CH:5]=1)(=[O:26])=[O:25]. The yield is 0.700. (4) The reactants are [Cl:1][C:2]1[CH:7]=[CH:6][CH:5]=[C:4]([Cl:8])[C:3]=1[NH:9][C:10]1[CH:15]=[CH:14][CH:13]=[CH:12][C:11]=1[CH2:16][C:17]([O:19][C:20]1[CH:25]=[CH:24][C:23]([C:26](=O)[NH2:27])=[CH:22][CH:21]=1)=[O:18].COC1C=CC(P2(SP(C3C=CC(OC)=CC=3)(=S)S2)=[S:38])=CC=1. The catalyst is C1C=CC=CC=1. The product is [C:26]([C:23]1[CH:24]=[CH:25][C:20]([O:19][C:17](=[O:18])[CH2:16][C:11]2[CH:12]=[CH:13][CH:14]=[CH:15][C:10]=2[NH:9][C:3]2[C:2]([Cl:1])=[CH:7][CH:6]=[CH:5][C:4]=2[Cl:8])=[CH:21][CH:22]=1)(=[S:38])[NH2:27]. The yield is 0.910.